Dataset: Ames mutagenicity test results for genotoxicity prediction. Task: Regression/Classification. Given a drug SMILES string, predict its toxicity properties. Task type varies by dataset: regression for continuous values (e.g., LD50, hERG inhibition percentage) or binary classification for toxic/non-toxic outcomes (e.g., AMES mutagenicity, cardiotoxicity, hepatotoxicity). Dataset: ames. (1) The result is 1 (mutagenic). The compound is O=[N+]([O-])c1ccccc1[N+](=O)[O-]. (2) The molecule is COc1ccc2c(c1)-c1c(OC)c(OC)cc3ccnc(c13)C2=O. The result is 0 (non-mutagenic). (3) The drug is CC(O)C(C)O. The result is 0 (non-mutagenic). (4) The compound is COC(=O)[C@H]1[C@H]2C[C@@H]3c4[nH]c5cc(OC)ccc5c4CCN3C[C@@H]2C[C@@H](OC(=O)c2cc(OC)c(OC)c(OC)c2)[C@@H]1OC. The result is 0 (non-mutagenic). (5) The drug is CC1=CC(=O)c2ccccc2C1=O. The result is 1 (mutagenic). (6) The molecule is CCCCCCCCCc1ccc(O)cc1. The result is 0 (non-mutagenic).